Dataset: CYP2C19 inhibition data for predicting drug metabolism from PubChem BioAssay. Task: Regression/Classification. Given a drug SMILES string, predict its absorption, distribution, metabolism, or excretion properties. Task type varies by dataset: regression for continuous measurements (e.g., permeability, clearance, half-life) or binary classification for categorical outcomes (e.g., BBB penetration, CYP inhibition). Dataset: cyp2c19_veith. (1) The molecule is COc1cc2c3cc1Oc1c(OC)c(OC)cc4c1[C@@H](Cc1ccc(O)c(c1)Oc1ccc(cc1)C[C@@H]3N(C)CC2)CN(C)C4. The result is 0 (non-inhibitor). (2) The drug is CCNc1ncc2nc(-c3ccc(OC)cc3)c(=O)n(CCc3ccccc3)c2n1. The result is 0 (non-inhibitor). (3) The drug is Cc1ccc(Nc2nc(Cl)nc(N(C)C#N)n2)cc1. The result is 1 (inhibitor). (4) The molecule is N[C@@H](C(=O)O)c1ccc(O)c(C(=O)O)c1. The result is 0 (non-inhibitor). (5) The drug is Cc1ccc(C)c(S(=O)(=O)NCc2ccc(C(=O)N3CCC(Cc4ccccc4)CC3)cc2)c1. The result is 1 (inhibitor). (6) The result is 1 (inhibitor). The drug is N[C@@H](CSC1(c2ccc(Cl)cc2)c2ccccc2-c2ccccc21)C(=O)O. (7) The molecule is CC(C)CO/N=C1/C[C@@H](O)[C@@H](O)[C@@H]2[C@@H]3C(=O)N([C@@H](C)c4ccccc4)C(=O)[C@H]3CC[C@@H]12. The result is 0 (non-inhibitor).